This data is from Full USPTO retrosynthesis dataset with 1.9M reactions from patents (1976-2016). The task is: Predict the reactants needed to synthesize the given product. (1) The reactants are: C(N(C(C)C)CC)(C)C.[N:10]1([C:15]2[CH:16]=[C:17]([CH:21]=[CH:22][N:23]=2)[C:18]([OH:20])=O)[CH:14]=[CH:13][N:12]=[CH:11]1.CN(C(ON1N=NC2C=CC=CC1=2)=[N+](C)C)C.[B-](F)(F)(F)F.[NH2:46][C:47]1[CH:54]=[CH:53][CH:52]=[C:51]([O:55][CH2:56][C:57]([NH2:60])([CH3:59])[CH3:58])[C:48]=1[C:49]#[N:50]. Given the product [NH2:46][C:47]1[C:48]([C:49]#[N:50])=[C:51]([CH:52]=[CH:53][CH:54]=1)[O:55][CH2:56][C:57]([NH:60][C:18](=[O:20])[C:17]1[CH:21]=[CH:22][N:23]=[C:15]([N:10]2[CH:14]=[CH:13][N:12]=[CH:11]2)[CH:16]=1)([CH3:59])[CH3:58], predict the reactants needed to synthesize it. (2) Given the product [CH3:17][N:12]([S:13]([CH3:16])(=[O:15])=[O:14])[C:10]1[CH:9]=[C:4]([CH:3]=[C:2]([N:27]2[CH2:28][CH:24]([C:18]3[CH:19]=[CH:20][CH:21]=[CH:22][CH:23]=3)[CH2:25][C:26]2=[O:29])[CH:11]=1)[C:5]([O:7][CH3:8])=[O:6], predict the reactants needed to synthesize it. The reactants are: Br[C:2]1[CH:3]=[C:4]([CH:9]=[C:10]([N:12]([CH3:17])[S:13]([CH3:16])(=[O:15])=[O:14])[CH:11]=1)[C:5]([O:7][CH3:8])=[O:6].[C:18]1([CH:24]2[CH2:28][NH:27][C:26](=[O:29])[CH2:25]2)[CH:23]=[CH:22][CH:21]=[CH:20][CH:19]=1.C(=O)([O-])[O-].[Cs+].[Cs+].O1CCOCC1. (3) Given the product [C:1]1([C:7](=[N:18][O:19][CH:20]2[CH2:24][CH2:23][N:22]([C:25]([O:27][C:28]([CH3:31])([CH3:30])[CH3:29])=[O:26])[CH2:21]2)[C:9]2[NH:17][C:12]3=[CH:13][N:14]=[CH:15][CH:16]=[C:11]3[CH:10]=2)[CH:6]=[CH:5][CH:4]=[CH:3][CH:2]=1, predict the reactants needed to synthesize it. The reactants are: [C:1]1([C:7]([C:9]2[NH:17][C:12]3=[CH:13][N:14]=[CH:15][CH:16]=[C:11]3[CH:10]=2)=O)[CH:6]=[CH:5][CH:4]=[CH:3][CH:2]=1.[NH2:18][O:19][CH:20]1[CH2:24][CH2:23][N:22]([C:25]([O:27][C:28]([CH3:31])([CH3:30])[CH3:29])=[O:26])[CH2:21]1.C(O)(=O)C.